Task: Regression/Classification. Given a drug SMILES string, predict its toxicity properties. Task type varies by dataset: regression for continuous values (e.g., LD50, hERG inhibition percentage) or binary classification for toxic/non-toxic outcomes (e.g., AMES mutagenicity, cardiotoxicity, hepatotoxicity). Dataset: herg_karim.. Dataset: hERG potassium channel inhibition data for cardiac toxicity prediction from Karim et al. (1) The compound is O=C(C1CNCCC1(O)c1ccc(F)c(F)c1)N(Cc1c[nH]c2cccc(Cl)c12)C1CC1. The result is 1 (blocker). (2) The molecule is C[C@H](Cc1ccccc1)[NH2+]CCC(c1ccccc1)c1ccccc1. The result is 1 (blocker). (3) The molecule is CN(C)C(=O)CSc1ccc(NC(=O)c2ccc(C3=NCCN3C)cc2)c(C(=O)Nc2ccc(Cl)cn2)c1. The result is 0 (non-blocker). (4) The molecule is Oc1cccc2nc(Cc3ccc(Oc4ccccc4)cc3)[nH]c12. The result is 1 (blocker). (5) The molecule is O=c1[nH]ccc2cc(OC3CCCNC3)ccc12. The result is 0 (non-blocker).